From a dataset of Catalyst prediction with 721,799 reactions and 888 catalyst types from USPTO. Predict which catalyst facilitates the given reaction. (1) Reactant: Cl.Cl.[OH:3][C@@H:4]1[CH2:11][N:10]([CH2:12][CH2:13][CH2:14][N:15]2[CH2:20][CH2:19][NH:18][CH:17]([CH3:21])[C:16]2=[O:22])[CH2:9][CH2:8][C:5]21[CH2:7][CH2:6]2.[Cl:23][C:24]1[CH:25]=[C:26]([CH:32]=[CH:33][C:34]=1[F:35])[CH:27]=[CH:28][C:29](O)=[O:30].C(N(CC)CC)C.F[P-](F)(F)(F)(F)F.N1(OC(N(C)C)=[N+](C)C)C2N=CC=CC=2N=N1. Product: [Cl:23][C:24]1[CH:25]=[C:26](/[CH:27]=[CH:28]/[C:29]([N:18]2[CH2:19][CH2:20][N:15]([CH2:14][CH2:13][CH2:12][N:10]3[CH2:9][CH2:8][C:5]4([CH2:6][CH2:7]4)[C@H:4]([OH:3])[CH2:11]3)[C:16](=[O:22])[CH:17]2[CH3:21])=[O:30])[CH:32]=[CH:33][C:34]=1[F:35]. The catalyst class is: 9. (2) Reactant: [OH:1][CH2:2][CH2:3][NH:4][CH2:5][CH2:6][CH2:7][OH:8].[CH2:9]([N:16]1[CH2:21][CH2:20][C:19](=O)[CH2:18][CH2:17]1)[C:10]1[CH:15]=[CH:14][CH:13]=[CH:12][CH:11]=1.C(O[BH-](OC(=O)C)OC(=O)C)(=O)C.[Na+].Cl.[OH-].[Na+]. Product: [CH2:9]([N:16]1[CH2:21][CH2:20][CH:19]([N:4]([CH2:3][CH2:2][OH:1])[CH2:5][CH2:6][CH2:7][OH:8])[CH2:18][CH2:17]1)[C:10]1[CH:15]=[CH:14][CH:13]=[CH:12][CH:11]=1. The catalyst class is: 2. (3) Reactant: N(C(OC(C)C)=O)=NC(OC(C)C)=O.[OH:15][C:16]1[CH:17]=[C:18]2[C:23](=[CH:24][CH:25]=1)[CH2:22][N:21]([C:26]([O:28][C:29]([CH3:32])([CH3:31])[CH3:30])=[O:27])[CH2:20][CH2:19]2.C1(P(C2C=CC=CC=2)C2C=CC=CC=2)C=CC=CC=1.[CH3:52][C:53]1[C:58]([CH2:59]O)=[CH:57][CH:56]=[CH:55][C:54]=1[C:61]1[CH:66]=[CH:65][CH:64]=[CH:63][CH:62]=1. Product: [CH3:52][C:53]1[C:58]([CH2:59][O:15][C:16]2[CH:17]=[C:18]3[C:23](=[CH:24][CH:25]=2)[CH2:22][N:21]([C:26]([O:28][C:29]([CH3:32])([CH3:31])[CH3:30])=[O:27])[CH2:20][CH2:19]3)=[CH:57][CH:56]=[CH:55][C:54]=1[C:61]1[CH:66]=[CH:65][CH:64]=[CH:63][CH:62]=1. The catalyst class is: 1. (4) Reactant: [Cl:1][C:2]1[N:3]=[C:4]([N:14]2[CH2:19][CH2:18][O:17][CH2:16][CH2:15]2)[C:5]2[N:11]=[C:10]([CH2:12][OH:13])[CH:9]=[CH:8][C:6]=2[N:7]=1.[Cr](Cl)([O-])(=O)=O.[NH+]1C=CC=CC=1. Product: [Cl:1][C:2]1[N:3]=[C:4]([N:14]2[CH2:15][CH2:16][O:17][CH2:18][CH2:19]2)[C:5]2[N:11]=[C:10]([CH:12]=[O:13])[CH:9]=[CH:8][C:6]=2[N:7]=1. The catalyst class is: 4. (5) Reactant: [CH2:1]([O:3][C:4]([C:6]1[CH:7]=[N:8][N:9]([C:15]2[CH:20]=[CH:19][C:18]([N+:21]([O-])=O)=[CH:17][CH:16]=2)[C:10]=1[C:11]([F:14])([F:13])[F:12])=[O:5])[CH3:2].C([O-])=O.[NH4+]. Product: [CH2:1]([O:3][C:4]([C:6]1[CH:7]=[N:8][N:9]([C:15]2[CH:16]=[CH:17][C:18]([NH2:21])=[CH:19][CH:20]=2)[C:10]=1[C:11]([F:14])([F:13])[F:12])=[O:5])[CH3:2]. The catalyst class is: 19.